From a dataset of Catalyst prediction with 721,799 reactions and 888 catalyst types from USPTO. Predict which catalyst facilitates the given reaction. (1) The catalyst class is: 2. Reactant: C(OC(=O)[NH:7][C@@H:8]1[C:14](=[O:15])[NH:13][C:12]2[CH:16]=[CH:17][C:18]([B:20]3[O:24][C:23]([CH3:26])([CH3:25])[C:22]([CH3:28])([CH3:27])[O:21]3)=[CH:19][C:11]=2[CH2:10][CH2:9]1)(C)(C)C.Cl. Product: [NH2:7][C@@H:8]1[C:14](=[O:15])[NH:13][C:12]2[CH:16]=[CH:17][C:18]([B:20]3[O:24][C:23]([CH3:26])([CH3:25])[C:22]([CH3:28])([CH3:27])[O:21]3)=[CH:19][C:11]=2[CH2:10][CH2:9]1. (2) Reactant: C([O-])([O-])=O.[Cs+].[Cs+].Br[C:8]1[CH:9]=[CH:10][C:11]([C:14]2[CH:19]=[CH:18][C:17]([Cl:20])=[CH:16][CH:15]=2)=[N:12][CH:13]=1.[C:21]([C:23]1[CH:36]=[CH:35][C:26]([O:27][CH2:28][CH2:29][N:30]2[CH2:34][CH2:33][CH2:32][CH2:31]2)=[CH:25][CH:24]=1)#[CH:22]. Product: [Cl:20][C:17]1[CH:18]=[CH:19][C:14]([C:11]2[CH:10]=[CH:9][C:8]([C:22]#[C:21][C:23]3[CH:24]=[CH:25][C:26]([O:27][CH2:28][CH2:29][N:30]4[CH2:34][CH2:33][CH2:32][CH2:31]4)=[CH:35][CH:36]=3)=[CH:13][N:12]=2)=[CH:15][CH:16]=1. The catalyst class is: 356. (3) Reactant: C([O:8][NH:9][C:10](=[O:32])[CH2:11][C@H:12]([C:22]1[O:23][CH:24]=[C:25]([CH2:27][NH:28][CH:29]([CH3:31])[CH3:30])[N:26]=1)[CH2:13][CH2:14][CH2:15][CH:16]1[CH2:21][CH2:20][CH2:19][CH2:18][CH2:17]1)C1C=CC=CC=1. Product: [CH:16]1([CH2:15][CH2:14][CH2:13][C@@H:12]([C:22]2[O:23][CH:24]=[C:25]([CH2:27][NH:28][CH:29]([CH3:31])[CH3:30])[N:26]=2)[CH2:11][C:10]([NH:9][OH:8])=[O:32])[CH2:17][CH2:18][CH2:19][CH2:20][CH2:21]1. The catalyst class is: 320. (4) Product: [CH3:24][NH:21][C:19]([C:15]1[CH:14]=[CH:13][C:12]2[N:17]([CH:18]=[C:10]([C:6]3[CH:7]=[CH:8][CH:9]=[C:4]([N+:1]([O-:3])=[O:2])[CH:5]=3)[CH:11]=2)[CH:16]=1)=[O:20]. The catalyst class is: 198. Reactant: [N+:1]([C:4]1[CH:5]=[C:6]([C:10]2[CH:11]=[C:12]3[N:17]([CH:18]=2)[CH:16]=[C:15]([C:19]([NH2:21])=[O:20])[CH:14]=[CH:13]3)[CH:7]=[CH:8][CH:9]=1)([O-:3])=[O:2].[H-].[Na+].[CH3:24]I. (5) Reactant: [Br:1][CH2:2][CH2:3][CH2:4][CH2:5][CH2:6][CH2:7][CH2:8][CH2:9][CH2:10]Br.[C:12]1([P:18]([C:25]2[CH:30]=[CH:29][CH:28]=[CH:27][CH:26]=2)[C:19]2[CH:24]=[CH:23][CH:22]=[CH:21][CH:20]=2)[CH:17]=[CH:16][CH:15]=[CH:14][CH:13]=1.C(O[CH2:35][CH3:36])(=O)C. Product: [Br-:1].[Br-:1].[C:25]1([P+:18]([C:12]2[CH:13]=[CH:14][CH:15]=[CH:16][CH:17]=2)([C:19]2[CH:24]=[CH:23][CH:22]=[CH:21][CH:20]=2)[CH2:2][CH2:3][CH2:4][CH2:5][CH2:6][CH2:7][CH2:8][CH2:9][CH2:10][P+:18]([C:36]2[CH:35]=[CH:30][CH:25]=[CH:26][CH:27]=2)([C:19]2[CH:20]=[CH:21][CH:22]=[CH:23][CH:24]=2)[C:12]2[CH:17]=[CH:16][CH:15]=[CH:14][CH:13]=2)[CH:26]=[CH:27][CH:28]=[CH:29][CH:30]=1. The catalyst class is: 60.